Dataset: Forward reaction prediction with 1.9M reactions from USPTO patents (1976-2016). Task: Predict the product of the given reaction. (1) Given the reactants [NH2:1][C:2]1[S:3][C:4]([C:9]2[N:10]=[C:11]([NH:15][C:16]3[CH:21]=[C:20]([Cl:22])[CH:19]=[CH:18][C:17]=3[O:23][CH3:24])[S:12][C:13]=2[CH3:14])=[C:5]([CH2:7][CH3:8])[N:6]=1.[C:25](Cl)(=[O:30])[C:26]([CH3:29])([CH3:28])[CH3:27], predict the reaction product. The product is: [Cl:22][C:20]1[CH:19]=[CH:18][C:17]([O:23][CH3:24])=[C:16]([NH:15][C:11]2[S:12][C:13]([CH3:14])=[C:9]([C:4]3[S:3][C:2]([NH:1][C:25](=[O:30])[C:26]([CH3:29])([CH3:28])[CH3:27])=[N:6][C:5]=3[CH2:7][CH3:8])[N:10]=2)[CH:21]=1. (2) Given the reactants Cl[C:2]1[N:3]=[C:4]([N:13]2[CH2:18][CH2:17][O:16][CH2:15][CH2:14]2)[C:5]2[S:10][C:9]([CH:11]=[O:12])=[CH:8][C:6]=2[N:7]=1.CC1(C)C(C)(C)OB([C:27]2[CH:35]=[CH:34][CH:33]=[C:32]3[C:28]=2[CH:29]=[N:30][NH:31]3)O1.C(=O)([O-])[O-].[Na+].[Na+].C(O)C, predict the reaction product. The product is: [NH:31]1[C:32]2[C:28](=[C:27]([C:2]3[N:3]=[C:4]([N:13]4[CH2:18][CH2:17][O:16][CH2:15][CH2:14]4)[C:5]4[S:10][C:9]([CH:11]=[O:12])=[CH:8][C:6]=4[N:7]=3)[CH:35]=[CH:34][CH:33]=2)[CH:29]=[N:30]1. (3) Given the reactants [CH3:1][C:2]([CH3:29])=[CH:3][CH2:4][C:5]1[C:6]([OH:28])=[CH:7][C:8]2[O:27][C:15]3[CH:16]=[C:17]([OH:26])[C:18]([OH:25])=[C:19]([CH2:20][CH:21]=[C:22]([CH3:24])[CH3:23])[C:14]=3[C:12](=[O:13])[C:9]=2[C:10]=1[OH:11].[C-:30]#N.[Na+], predict the reaction product. The product is: [CH3:1][C:2]([CH3:29])=[CH:3][CH2:4][C:5]1[C:10]([OH:11])=[C:9]2[C:12]([C:14]3[C:15]([O:27][C:8]2=[CH:7][C:6]=1[OH:28])=[CH:16][C:17]([OH:26])=[C:18]([O:25][CH3:30])[C:19]=3[CH2:20][CH:21]=[C:22]([CH3:23])[CH3:24])=[O:13].